From a dataset of Forward reaction prediction with 1.9M reactions from USPTO patents (1976-2016). Predict the product of the given reaction. The product is: [CH3:1][C:2]1([CH3:19])[C:13]2[C:14]3[N:5]([C:6](=[O:18])[C:7](=[O:17])[N:8]([CH2:27]/[CH:26]=[CH:25]/[CH:24]=[CH2:23])[C:9]=3[CH:10]=[C:11]([CH3:16])[C:12]=2[CH3:15])[CH2:4][CH2:3]1. Given the reactants [CH3:1][C:2]1([CH3:19])[C:13]2[C:14]3[N:5]([C:6](=[O:18])[C:7](=[O:17])[NH:8][C:9]=3[CH:10]=[C:11]([CH3:16])[C:12]=2[CH3:15])[CH2:4][CH2:3]1.[H-].[Na+].Br[CH2:23]/[CH:24]=[CH:25]/[CH:26]=[CH2:27].O, predict the reaction product.